Dataset: Full USPTO retrosynthesis dataset with 1.9M reactions from patents (1976-2016). Task: Predict the reactants needed to synthesize the given product. (1) Given the product [CH2:6]([NH:7][C:14]1[CH:15]=[CH:16][C:11]([C:10]#[N:17])=[CH:12][CH:13]=1)[C:5]1[CH:8]=[CH:9][CH:2]=[CH:3][CH:4]=1, predict the reactants needed to synthesize it. The reactants are: F[C:2]1[CH:9]=[CH:8][C:5]([C:6]#[N:7])=[CH:4][CH:3]=1.[CH2:10]([NH2:17])[C:11]1[CH:16]=[CH:15][CH:14]=[CH:13][CH:12]=1. (2) Given the product [CH2:23]([N:5]([CH2:1][CH2:2][CH2:3][CH3:4])[C:6]1[CH:11]=[CH:10][C:9]([CH:12]=[CH:13][C:14]2[S:18][C:17]([CH:19]=[CH:34][C:33]3[C:32]([C:39]4[CH:44]=[CH:43][CH:42]=[CH:41][CH:40]=4)([C:35]([F:38])([F:36])[F:37])[O:31][C:30](=[C:45]([C:48]#[N:49])[C:46]#[N:47])[C:29]=3[C:27]#[N:28])=[CH:16][CH:15]=2)=[C:8]([O:21][CH3:22])[CH:7]=1)[CH2:24][CH2:25][CH3:26], predict the reactants needed to synthesize it. The reactants are: [CH2:1]([N:5]([CH2:23][CH2:24][CH2:25][CH3:26])[C:6]1[CH:11]=[CH:10][C:9]([CH:12]=[CH:13][C:14]2[S:18][C:17]([CH:19]=O)=[CH:16][CH:15]=2)=[C:8]([O:21][CH3:22])[CH:7]=1)[CH2:2][CH2:3][CH3:4].[C:27]([C:29]1[C:30](=[C:45]([C:48]#[N:49])[C:46]#[N:47])[O:31][C:32]([C:39]2[CH:44]=[CH:43][CH:42]=[CH:41][CH:40]=2)([C:35]([F:38])([F:37])[F:36])[C:33]=1[CH3:34])#[N:28]. (3) Given the product [Cl:28][C:25]1[CH:26]=[CH:27][C:22]([C:11]2[N:12]([CH2:15][C@H:16]([OH:21])[C:17]([F:20])([F:19])[F:18])[C:13](=[O:14])[N:9]([CH2:8][C:4]3[CH:5]=[N:6][CH:7]=[C:2]([C:34]4[CH:33]=[CH:32][CH:31]=[C:30]([Cl:29])[C:35]=4[Cl:36])[CH:3]=3)[N:10]=2)=[CH:23][CH:24]=1, predict the reactants needed to synthesize it. The reactants are: Br[C:2]1[CH:3]=[C:4]([CH2:8][N:9]2[C:13](=[O:14])[N:12]([CH2:15][C@H:16]([OH:21])[C:17]([F:20])([F:19])[F:18])[C:11]([C:22]3[CH:27]=[CH:26][C:25]([Cl:28])=[CH:24][CH:23]=3)=[N:10]2)[CH:5]=[N:6][CH:7]=1.[Cl:29][C:30]1[C:35]([Cl:36])=[CH:34][CH:33]=[CH:32][C:31]=1B(O)O. (4) Given the product [Br:8][CH2:19][C:18]1[CH:17]=[CH:16][C:13]([C:14]#[N:15])=[CH:12][C:11]=1[O:10][CH3:9], predict the reactants needed to synthesize it. The reactants are: C1C(=O)N([Br:8])C(=O)C1.[CH3:9][O:10][C:11]1[CH:12]=[C:13]([CH:16]=[CH:17][C:18]=1[CH3:19])[C:14]#[N:15].